This data is from Forward reaction prediction with 1.9M reactions from USPTO patents (1976-2016). The task is: Predict the product of the given reaction. (1) Given the reactants [NH3:1].[NH2:2][C:3]1[CH:4]=[C:5]([C:11]#[N:12])[C:6](=[CH:9][CH:10]=1)[C:7]#[N:8].C[O-].[Na+], predict the reaction product. The product is: [NH2:2][C:3]1[CH:4]=[C:5]2[C:6](=[CH:9][CH:10]=1)[C:7](=[NH:8])[NH:12][C:11]2=[NH:1]. (2) The product is: [CH3:10][C:4]1[S:3][C:2]([N:28]2[N:29]=[CH:30][CH:31]=[N:27]2)=[C:6]([C:7]([OH:9])=[O:8])[CH:5]=1. Given the reactants Br[C:2]1[S:3][C:4]([CH3:10])=[CH:5][C:6]=1[C:7]([OH:9])=[O:8].C(=O)([O-])[O-].[Cs+].[Cs+].CNC1CCCCC1NC.[NH:27]1[CH:31]=[CH:30][N:29]=[N:28]1, predict the reaction product. (3) Given the reactants OI1(=O)C2C=CC=CC=2C(=O)O1.[C:13]1([CH2:23][N:24]2[CH2:29][CH2:28][CH:27]([CH2:30][NH:31][C:32]3[NH:36][C:35]4[CH:37]=[CH:38][C:39]([CH2:41][OH:42])=[CH:40][C:34]=4[N:33]=3)[CH2:26][CH2:25]2)[C:22]2[C:17](=[CH:18][CH:19]=[CH:20][CH:21]=2)[CH:16]=[CH:15][CH:14]=1.C(OCC)(=O)C, predict the reaction product. The product is: [C:13]1([CH2:23][N:24]2[CH2:25][CH2:26][CH:27]([CH2:30][NH:31][C:32]3[NH:36][C:35]4[CH:37]=[CH:38][C:39]([CH:41]=[O:42])=[CH:40][C:34]=4[N:33]=3)[CH2:28][CH2:29]2)[C:22]2[C:17](=[CH:18][CH:19]=[CH:20][CH:21]=2)[CH:16]=[CH:15][CH:14]=1. (4) Given the reactants [Br:1][C:2]1[CH:3]=[C:4]2[C:9](=[CH:10][CH:11]=1)[N:8]([CH2:12][C:13]1[CH:18]=[CH:17][C:16]([O:19][CH3:20])=[CH:15][CH:14]=1)[C:7](=[O:21])[NH:6][C:5]2([CH2:26][N+:27]([O-])=O)[C:22]([F:25])([F:24])[F:23].[Cl-].[NH4+].O, predict the reaction product. The product is: [NH2:27][CH2:26][C:5]1([C:22]([F:24])([F:25])[F:23])[C:4]2[C:9](=[CH:10][CH:11]=[C:2]([Br:1])[CH:3]=2)[N:8]([CH2:12][C:13]2[CH:14]=[CH:15][C:16]([O:19][CH3:20])=[CH:17][CH:18]=2)[C:7](=[O:21])[NH:6]1. (5) Given the reactants [NH2:1][C:2]1[CH:10]=[CH:9][C:8]([C:11]([F:14])([F:13])[F:12])=[CH:7][C:3]=1[C:4]([OH:6])=[O:5].NC1C(Cl)=C(C=O)C(C(F)(F)F)=CC=1C(OCC)=O.C1C(=O)N([I:41])C(=O)C1, predict the reaction product. The product is: [NH2:1][C:2]1[C:10]([I:41])=[CH:9][C:8]([C:11]([F:12])([F:13])[F:14])=[CH:7][C:3]=1[C:4]([OH:6])=[O:5]. (6) The product is: [Cl:1][C:2]1[C:3]([N:30]([CH3:31])[CH3:32])=[CH:4][C:5]2[O:10][CH:9]([C:11]([N:13]3[CH2:14][CH2:15][C:16]([C:19]#[N:20])([CH2:21][C:22]4[CH:23]=[CH:24][C:25]([F:28])=[CH:26][CH:27]=4)[CH2:17][CH2:18]3)=[O:12])[CH2:8][N:7]([C:40]#[N:39])[C:6]=2[CH:29]=1. Given the reactants [Cl:1][C:2]1[C:3]([N:30]([CH3:32])[CH3:31])=[CH:4][C:5]2[O:10][CH:9]([C:11]([N:13]3[CH2:18][CH2:17][C:16]([CH2:21][C:22]4[CH:27]=[CH:26][C:25]([F:28])=[CH:24][CH:23]=4)([C:19]#[N:20])[CH2:15][CH2:14]3)=[O:12])[CH2:8][NH:7][C:6]=2[CH:29]=1.C([O-])([O-])=O.[K+].[K+].[N:39]#[C:40]Br, predict the reaction product. (7) The product is: [F:15][CH2:14][CH2:13][N:1]1[C:10]2[C:5](=[CH:6][CH:7]=[C:8]([OH:11])[CH:9]=2)[CH2:4][CH2:3][CH2:2]1. Given the reactants [NH:1]1[C:10]2[C:5](=[CH:6][CH:7]=[C:8]([OH:11])[CH:9]=2)[CH2:4][CH2:3][CH2:2]1.Br[CH2:13][CH2:14][F:15].C(N(C(C)C)CC)(C)C, predict the reaction product. (8) Given the reactants [C:1]1(C)[CH:6]=CC(S(O)(=O)=O)=C[CH:2]=1.COC(OC)(C)C.[CH2:19]([O:22][C:23](=[O:36])[NH:24][C:25]1[S:26][CH:27]=[C:28]([CH:30]([OH:35])[C:31]([OH:34])([CH3:33])[CH3:32])[N:29]=1)[CH:20]=[CH2:21].C(=O)(O)[O-].[Na+], predict the reaction product. The product is: [CH2:19]([O:22][C:23](=[O:36])[NH:24][C:25]1[S:26][CH:27]=[C:28]([CH:30]2[C:31]([CH3:32])([CH3:33])[O:34][C:1]([CH3:6])([CH3:2])[O:35]2)[N:29]=1)[CH:20]=[CH2:21].